This data is from Merck oncology drug combination screen with 23,052 pairs across 39 cell lines. The task is: Regression. Given two drug SMILES strings and cell line genomic features, predict the synergy score measuring deviation from expected non-interaction effect. Synergy scores: synergy=-15.8. Drug 1: CCC1=CC2CN(C1)Cc1c([nH]c3ccccc13)C(C(=O)OC)(c1cc3c(cc1OC)N(C)C1C(O)(C(=O)OC)C(OC(C)=O)C4(CC)C=CCN5CCC31C54)C2. Drug 2: CC1(c2nc3c(C(N)=O)cccc3[nH]2)CCCN1. Cell line: A427.